The task is: Binary Classification. Given a miRNA mature sequence and a target amino acid sequence, predict their likelihood of interaction.. This data is from Experimentally validated miRNA-target interactions with 360,000+ pairs, plus equal number of negative samples. (1) The miRNA is hsa-miR-150-5p with sequence UCUCCCAACCCUUGUACCAGUG. The protein sequence of the target gene is MAVAPRLFGGLCFRFRDQNPEVAVEGRLPISHSCVGCRRERTAMATVAANPAAAAAAVAAAAAVTEDREPQHEELPGLDSQWRQIENGESGRERPLRAGESWFLVEKHWYKQWEAYVQGGDQDSSTFPGCINNATLFQDEINWRLKEGLVEGEDYVLLPAAAWHYLVSWYGLEHGQPPIERKVIELPNIQKVEVYPVELLLVRHNDLGKSHTVQFSHTDSIGLVLRTARERFLVEPQEDTRLWAKNSEGSLDRLYDTHITVLDAALETGQLIIMETRKKDGTWPSAQLHVMNNNMSEEDE.... Result: 0 (no interaction). (2) The miRNA is hsa-miR-517a-3p with sequence AUCGUGCAUCCCUUUAGAGUGU. The protein sequence of the target gene is MASSSVPPATAPAAAGGPGPGFGFASKTKKKHFVQQKVKVFRAADPLVGVFLWGVAHSINELSQVPPPVMLLPDDFKASSKIKVNNHFFHRENLPSHFKFKEYCPQVFRNLRDRFAIDDHDYLVSLTRSPPSETEGSDGRFLISYDRTLVIKEVSSEDIADMHSNLSNYHQYIVKCHGNTLLPQFLGMYRVSVENEDSYMLVMRNMFSHRLPVHRKYDLKGSLVSREASDKEKVKELPTLKDMDFLNKNQKVYIGEEEKKVFLEKLKRDVEFLVQLKIMDYSLLLGIHDIIRGSEPEEEG.... Result: 0 (no interaction). (3) The miRNA is hsa-miR-7156-5p with sequence UUGUUCUCAAACUGGCUGUCAGA. The protein sequence of the target gene is MIHELLLALSGYPGSIFTWNKRSGLQVSQDFPFLHPSETSVLNRLCRLGTDYIRFTEFIEQYTGHVQQQDHHPSQQGQGGLHGIYLRAFCTGLDSVLQPYRQALLDLEQEFLGDPHLSISHVNYFLDQFQLLFPSVMVVVEQIKSQKIHGCQILETVYKHSCGGLPPVRSALEKILAVCHGVMYKQLSAWMLHGLLLDQHEEFFIKQGPSSGNVSAQPEEDEEDLGIGGLTGKQLRELQDLRLIEEENMLAPSLKQFSLRVEILPSYIPVRVAEKILFVGESVQMFENQNVNLTRKGSIL.... Result: 1 (interaction). (4) The protein sequence of the target gene is MEDEEVAESWEEAADSGEIDRRLEKKLKITQKESRKSKSPPKVPIVIQDDSLPAGPPPQIRILKRPTSNGVVSSPNSTSRPTLPVKSLAQREAEYAEARKRILGSASPEEEQEKPILDRPTRISQPEDSRQPNNVIRQPLGPDGSQGFKQRR. The miRNA is hsa-miR-5590-3p with sequence AAUAAAGUUCAUGUAUGGCAA. Result: 1 (interaction). (5) The miRNA is hsa-miR-891a-3p with sequence AGUGGCACAUGUUUGUUGUGAG. The protein sequence of the target gene is MQSREDAPRSRRLASPRGGKRPKKIHKPTVSAFFTGPEELKDTAHSAALLAQLKSFYDARLLCDVTIEVVTPGSGPGTGRLFPCNRNVLAAACPYFKSMFTGGMYESQQASVTMHDVDAESFEVLVDYCYTGRVSLSEANVERLYAASDMLQLEYVREACASFLARRLDLTNCTAILKFADAFGHRKLRSQAQSYIAQNFKQLSHMGSIREETLADLTLAQLLAVLRLDSLDVESEQTVCHVAVQWLEAAPKERGPSAAEVFKCVRWMHFTEEDQDYLEGLLTKPIVKKYCLDVIEGALQ.... Result: 1 (interaction). (6) The miRNA is hsa-miR-484 with sequence UCAGGCUCAGUCCCCUCCCGAU. The protein sequence of the target gene is MLLSGGDPPAQEWFMVQTKSKPRVQRQRLQVQRIFRVKLNAFQSRPDTPYFWLQLEGPRENMGKAKEYLKGLCSPELWKEVRYPPILHCAFLGAQGLFLDCLCWSTLAYLVPGPPGSLMVGGLTESFIMTQNWLEELVGRLRWGPAPLLTPRGIWEAEVTRAFGALVWIRGDQHAGDLLQLPPAVQELLLSLVRDAAGKEDIIEWLSRFGISDSHSDPEVLICPPQQQKEAPAMVSVGESPGPFVDMGTLQNRGPENSKRLSSLGATGSLITAQSTPQEAANQLVRVGSNNQDGMDSAQE.... Result: 1 (interaction). (7) Result: 0 (no interaction). The protein sequence of the target gene is MDPSLLRERELFKKRALSTPVVEKRSASSESSSSSSKKKKTKVEHGGSSGSKQNSDHSNGSFNLKALSGSSGYKFGVLAKIVNYMKTRHQRGDTHPLTLDEILDETQHLDIGLKQKQWLMTEALVNNPKIEVIDGKYAFKPKYNVRDKKALLRLLDQHDQRGLGGILLEDIEEALPNSQKAVKALGDQILFVNRPDKKKILFFNDKSCQFSVDEEFQKLWRSVTVDSMDEEKIEEYLKRQGISSMQESGPKKVAPIQRRKKPASQKKRRFKTHNEHLAGVLKDYSDITSSK. The miRNA is hsa-miR-6069 with sequence GGGCUAGGGCCUGCUGCCCCC.